Dataset: Cav3 T-type calcium channel HTS with 100,875 compounds. Task: Binary Classification. Given a drug SMILES string, predict its activity (active/inactive) in a high-throughput screening assay against a specified biological target. (1) The drug is Clc1c(cc(NC(=O)COc2c([N+]([O-])=O)cccc2)c(OC)c1)C. The result is 0 (inactive). (2) The molecule is S(CC(=O)Nc1ccc(OC)cc1)c1nc(ccn1)C. The result is 0 (inactive). (3) The molecule is O=C(NCCCC)N(c1nncnc1C(=O)NC)C. The result is 0 (inactive). (4) The molecule is S(=O)(=O)(N1CCCCC1)c1c(ccc(c1)C(=O)n1nc(cc1C)C)C. The result is 0 (inactive). (5) The molecule is s1c(nn2c1nnc2C)c1cc(NC(=O)c2cccnc2)ccc1. The result is 0 (inactive). (6) The drug is O1C(=C(C(c2c(OC)cc(OC)c(OC)c2)C(=C1N)C#N)C(OC)=O)CC(OC)=O. The result is 0 (inactive). (7) The compound is S(P1(=S)N2CCCC2=C(C(SC)=N1)C#N)C. The result is 0 (inactive). (8) The drug is O(c1nc(ccc1c1nc(on1)c1c(OC)cccc1)C)CC. The result is 0 (inactive). (9) The compound is o1c(CNC(=O)c2c(occ2)C)ccc1C(O)=O. The result is 0 (inactive). (10) The molecule is s1c(NC(=O)c2nn3c(ccnc3n2)C)nc(c1)C. The result is 0 (inactive).